Task: Regression. Given a peptide amino acid sequence and an MHC pseudo amino acid sequence, predict their binding affinity value. This is MHC class II binding data.. Dataset: Peptide-MHC class II binding affinity with 134,281 pairs from IEDB (1) The peptide sequence is AEHQAIVRDVLAASD. The MHC is HLA-DPA10103-DPB10301 with pseudo-sequence HLA-DPA10103-DPB10301. The binding affinity (normalized) is 0.604. (2) The peptide sequence is LWEVKSAKPLTGPMN. The MHC is HLA-DQA10101-DQB10501 with pseudo-sequence HLA-DQA10101-DQB10501. The binding affinity (normalized) is 0. (3) The peptide sequence is RHGSKYLATAST. The MHC is H-2-IAu with pseudo-sequence H-2-IAu. The binding affinity (normalized) is 0.723. (4) The peptide sequence is GPEYWDRETQKYKRQAQ. The MHC is DRB1_0101 with pseudo-sequence DRB1_0101. The binding affinity (normalized) is 0. (5) The peptide sequence is VSSILDMGQGILHNT. The MHC is DRB1_0101 with pseudo-sequence DRB1_0101. The binding affinity (normalized) is 0.816. (6) The peptide sequence is LPLRRLLGLVAAGLD. The MHC is DRB1_0701 with pseudo-sequence DRB1_0701. The binding affinity (normalized) is 0.385. (7) The peptide sequence is KIPGGAMYADDTAGWDT. The MHC is DRB1_0401 with pseudo-sequence DRB1_0401. The binding affinity (normalized) is 0.817.